Dataset: Reaction yield outcomes from USPTO patents with 853,638 reactions. Task: Predict the reaction yield, written as a fraction of the theoretical maximum amount of product (1.0 means a 100% yield; for example, 0.34 means a 34% yield). (1) The reactants are C([O:8][C:9]1[C:10]([CH3:34])=[C:11]([CH3:33])[C:12]([NH:16][CH2:17][CH2:18][CH2:19][CH2:20][CH2:21][CH2:22][CH2:23][CH2:24][CH2:25][CH2:26][CH2:27][CH2:28][CH2:29][CH2:30][CH2:31][CH3:32])=[N:13][C:14]=1[CH3:15])C1C=CC=CC=1. The catalyst is [Pd].CO. The product is [CH2:17]([NH:16][C:12]1[N:13]=[C:14]([CH3:15])[C:9]([OH:8])=[C:10]([CH3:34])[C:11]=1[CH3:33])[CH2:18][CH2:19][CH2:20][CH2:21][CH2:22][CH2:23][CH2:24][CH2:25][CH2:26][CH2:27][CH2:28][CH2:29][CH2:30][CH2:31][CH3:32]. The yield is 0.900. (2) The reactants are [I:1]N1C(=O)CCC1=O.[NH:9]1[C:13]([C:14]([O:16][CH2:17][CH3:18])=[O:15])=[CH:12][C:11]([C:19]([O:21][CH2:22][CH3:23])=[O:20])=[N:10]1.[O-]S([O-])(=S)=O.[Na+].[Na+]. The catalyst is C(Cl)(Cl)Cl. The product is [CH2:17]([O:16][C:14]([C:13]1[C:12]([I:1])=[C:11]([C:19]([O:21][CH2:22][CH3:23])=[O:20])[NH:10][N:9]=1)=[O:15])[CH3:18]. The yield is 0.900. (3) The reactants are [CH3:1][O:2][C:3](=[O:21])[CH:4]([C:19]#[N:20])[CH:5]([CH3:18])[C:6](=O)[C:7]1[CH:12]=[CH:11][CH:10]=[CH:9][C:8]=1[C:13]([F:16])([F:15])[F:14]. The catalyst is C(O)=O.[Ni].C(Cl)Cl. The product is [CH3:1][O:2][C:3]([CH:4]1[C:5]([CH3:18])=[C:6]([C:7]2[CH:12]=[CH:11][CH:10]=[CH:9][C:8]=2[C:13]([F:16])([F:15])[F:14])[NH:20][CH2:19]1)=[O:21]. The yield is 0.790.